Task: Predict the reactants needed to synthesize the given product.. Dataset: Full USPTO retrosynthesis dataset with 1.9M reactions from patents (1976-2016) (1) Given the product [ClH:11].[Cl:34][C:28]1[CH:27]=[C:26]([CH:31]=[CH:30][C:29]=1[O:32][CH3:33])[CH2:25][NH:24][C:15]1[C:16]2[C:21](=[CH:20][CH:19]=[C:18]([C:22]#[N:23])[CH:17]=2)[C:12]([N:7]2[CH2:8][CH2:9][C:4]([OH:10])([CH2:3][OH:2])[CH2:5][CH2:6]2)=[N:13][N:14]=1, predict the reactants needed to synthesize it. The reactants are: Cl.[OH:2][CH2:3][C:4]1([OH:10])[CH2:9][CH2:8][NH:7][CH2:6][CH2:5]1.[Cl:11][C:12]1[C:21]2[C:16](=[CH:17][C:18]([C:22]#[N:23])=[CH:19][CH:20]=2)[C:15]([NH:24][CH2:25][C:26]2[CH:31]=[CH:30][C:29]([O:32][CH3:33])=[C:28]([Cl:34])[CH:27]=2)=[N:14][N:13]=1. (2) Given the product [CH2:31]([N:19]1[CH:18]=[N:17][C:16]2[C:20]1=[N:21][C:22]([N:24]1[C:28]([CH3:29])=[CH:27][C:26]([CH3:30])=[N:25]1)=[N:23][C:15]=2[NH:7][C:8]1[CH:13]=[CH:12][C:11]([F:14])=[CH:10][CH:9]=1)[C:32]1[CH:37]=[CH:36][CH:35]=[CH:34][CH:33]=1, predict the reactants needed to synthesize it. The reactants are: C(OC(=O)[N:7]([C:15]1[N:23]=[C:22]([N:24]2[C:28]([CH3:29])=[CH:27][C:26]([CH3:30])=[N:25]2)[N:21]=[C:20]2[C:16]=1[N:17]=[CH:18][N:19]2[CH2:31][C:32]1[CH:37]=[CH:36][CH:35]=[CH:34][CH:33]=1)[C:8]1[CH:13]=[CH:12][C:11]([F:14])=[CH:10][CH:9]=1)(C)(C)C. (3) Given the product [O:18]([C:25]1[CH:26]=[C:27]([CH:29]=[CH:30][CH:31]=1)[NH:28][C:2]1[CH:7]=[C:6]([C:8]([F:11])([F:10])[F:9])[N:5]=[C:4]([C:12]2[CH:13]=[N:14][CH:15]=[CH:16][CH:17]=2)[N:3]=1)[C:19]1[CH:20]=[CH:21][CH:22]=[CH:23][CH:24]=1, predict the reactants needed to synthesize it. The reactants are: Cl[C:2]1[CH:7]=[C:6]([C:8]([F:11])([F:10])[F:9])[N:5]=[C:4]([C:12]2[CH:13]=[N:14][CH:15]=[CH:16][CH:17]=2)[N:3]=1.[O:18]([C:25]1[CH:26]=[C:27]([CH:29]=[CH:30][CH:31]=1)[NH2:28])[C:19]1[CH:24]=[CH:23][CH:22]=[CH:21][CH:20]=1. (4) Given the product [CH2:1]([O:8][C@@H:9]1[C@@H:14]([O:15][CH2:16][C:17]2[CH:22]=[CH:21][CH:20]=[CH:19][CH:18]=2)[C@H:13]([O:23][CH2:24][C:25]2[CH:26]=[CH:27][CH:28]=[CH:29][CH:30]=2)[C@@H:12]([CH2:49][C:48](=[S:50])[CH3:54])[O:11][C@@H:10]1[O:43][CH2:44][CH2:45][CH2:46][OH:47])[C:2]1[CH:7]=[CH:6][CH:5]=[CH:4][CH:3]=1, predict the reactants needed to synthesize it. The reactants are: [CH2:1]([O:8][C@@H:9]1[C@@H:14]([O:15][CH2:16][C:17]2[CH:22]=[CH:21][CH:20]=[CH:19][CH:18]=2)[C@H:13]([O:23][CH2:24][C:25]2[CH:30]=[CH:29][CH:28]=[CH:27][CH:26]=2)[C@@H:12](COS(C2C=CC(C)=CC=2)(=O)=O)[O:11][C@@H:10]1[O:43][CH2:44][CH2:45][CH2:46][OH:47])[C:2]1[CH:7]=[CH:6][CH:5]=[CH:4][CH:3]=1.[C:48]([O-])(=[S:50])[CH3:49].[K+].O.[CH3:54]N(C=O)C.